Dataset: Full USPTO retrosynthesis dataset with 1.9M reactions from patents (1976-2016). Task: Predict the reactants needed to synthesize the given product. (1) Given the product [Cl:19][C:8]1[CH:7]=[C:6]([CH2:4][OH:3])[N:11]=[C:10]([C:12]2[CH:17]=[C:16]([Cl:18])[CH:15]=[CH:14][N:13]=2)[CH:9]=1, predict the reactants needed to synthesize it. The reactants are: C([O:3][C:4]([C:6]1[N:11]=[C:10]([C:12]2[CH:17]=[C:16]([Cl:18])[CH:15]=[CH:14][N:13]=2)[CH:9]=[C:8]([Cl:19])[CH:7]=1)=O)C.[BH4-].[Na+].Cl.[OH-].[Na+]. (2) Given the product [C:26]1([C:30]2[CH:35]=[CH:34][CH:33]=[CH:32][CH:31]=2)[CH:27]=[CH:28][CH:29]=[C:24]([C:20]2[O:21][C:22]([CH3:23])=[C:18]([CH2:17][CH2:16][O:15][C:11]3[CH:10]=[C:9]([CH:14]=[CH:13][CH:12]=3)[O:8][C:5]([CH3:7])([CH3:6])[C:4]([OH:36])=[O:3])[N:19]=2)[CH:25]=1, predict the reactants needed to synthesize it. The reactants are: C([O:3][C:4](=[O:36])[C:5]([O:8][C:9]1[CH:14]=[CH:13][CH:12]=[C:11]([O:15][CH2:16][CH2:17][C:18]2[N:19]=[C:20]([C:24]3[CH:25]=[C:26]([C:30]4[CH:35]=[CH:34][CH:33]=[CH:32][CH:31]=4)[CH:27]=[CH:28][CH:29]=3)[O:21][C:22]=2[CH3:23])[CH:10]=1)([CH3:7])[CH3:6])C.[OH-].[Na+]. (3) Given the product [Cl:1][C:2]1[CH:24]=[CH:23][C:5]([CH2:6][N:7]2[C:11]([CH2:12][CH2:13][CH2:14][OH:15])=[CH:10][C:9]([O:19][CH:20]([CH3:22])[CH3:21])=[N:8]2)=[C:4]([O:25][CH2:26][CH3:27])[CH:3]=1, predict the reactants needed to synthesize it. The reactants are: [Cl:1][C:2]1[CH:24]=[CH:23][C:5]([CH2:6][N:7]2[C:11]([CH2:12][CH2:13][C:14](OCC)=[O:15])=[CH:10][C:9]([O:19][CH:20]([CH3:22])[CH3:21])=[N:8]2)=[C:4]([O:25][CH2:26][CH3:27])[CH:3]=1.[H-].C([Al+]CC(C)C)C(C)C.CO.[C@H](O)(C([O-])=O)[C@@H](O)C([O-])=O.[Na+].[K+]. (4) The reactants are: Cl[CH2:2][CH2:3][CH2:4][O:5][C:6]1[CH:7]=[C:8]2[C:13](=[CH:14][CH:15]=1)[C:12](=[O:16])[CH2:11][CH2:10][CH2:9]2.[CH3:17][C@@H:18]1[CH2:22][CH2:21][CH2:20][NH2+:19]1.C1(S([O-])(=O)=O)C=CC=CC=1.C(=O)([O-])[O-].[K+].[K+].[I-].[K+]. Given the product [CH3:17][C@@H:18]1[CH2:22][CH2:21][CH2:20][N:19]1[CH2:2][CH2:3][CH2:4][O:5][C:6]1[CH:7]=[C:8]2[C:13](=[CH:14][CH:15]=1)[C:12](=[O:16])[CH2:11][CH2:10][CH2:9]2, predict the reactants needed to synthesize it. (5) Given the product [C:20]([C:17]1[CH:16]=[CH:15][C:14]([O:13][CH2:12][C:11]2[N:7]([CH3:6])[N:8]=[CH:9][C:10]=2[C:23]2[O:27][N:26]=[C:25]([C:28]3[CH:33]=[CH:32][C:31]([S:34]([NH2:35])(=[O:37])=[O:36])=[CH:30][CH:29]=3)[N:24]=2)=[N:19][CH:18]=1)#[N:22], predict the reactants needed to synthesize it. The reactants are: P(Cl)(Cl)(Cl)=O.[CH3:6][N:7]1[C:11]([CH2:12][O:13][C:14]2[N:19]=[CH:18][C:17]([C:20]([NH2:22])=O)=[CH:16][CH:15]=2)=[C:10]([C:23]2[O:27][N:26]=[C:25]([C:28]3[CH:33]=[CH:32][C:31]([S:34](=[O:37])(=[O:36])[NH2:35])=[CH:30][CH:29]=3)[N:24]=2)[CH:9]=[N:8]1. (6) The reactants are: [Mg+2:1].[Br-:2].[Br-].[CH3:4][O:5][CH2:6][C:7]([O:9][CH3:10])=[O:8]. Given the product [Mg+2:1].[Br-:2].[Br-:2].[CH3:4][O:5][CH2:6][C:7]([O:9][CH3:10])=[O:8], predict the reactants needed to synthesize it.